Dataset: Reaction yield outcomes from USPTO patents with 853,638 reactions. Task: Predict the reaction yield, written as a fraction of the theoretical maximum amount of product (1.0 means a 100% yield; for example, 0.34 means a 34% yield). The reactants are [CH3:1][N:2]1[CH:6]=[C:5]([CH:7]=O)[CH:4]=[N:3]1.C(O)(=O)[CH2:10][C:11]([OH:13])=[O:12].N.Cl. The catalyst is N1CCCCC1.O.N1C=CC=CC=1. The product is [CH3:1][N:2]1[CH:6]=[C:5](/[CH:7]=[CH:10]/[C:11]([OH:13])=[O:12])[CH:4]=[N:3]1. The yield is 0.405.